This data is from Peptide-MHC class II binding affinity with 134,281 pairs from IEDB. The task is: Regression. Given a peptide amino acid sequence and an MHC pseudo amino acid sequence, predict their binding affinity value. This is MHC class II binding data. (1) The peptide sequence is ATPEAKFDSFVAAFT. The MHC is HLA-DQA10104-DQB10503 with pseudo-sequence CNYHEGGGARVAHIMYFGGTHYDVGASRVHVAGI. The binding affinity (normalized) is 0.370. (2) The peptide sequence is CGDGIFIFRDSDDWL. The MHC is DRB3_0202 with pseudo-sequence DRB3_0202. The binding affinity (normalized) is 0. (3) The peptide sequence is AFKVAATAANAAPAN. The MHC is DRB1_1602 with pseudo-sequence DRB1_1602. The binding affinity (normalized) is 0.476. (4) The peptide sequence is YPWIEQEGPEFWDQE. The MHC is HLA-DQA10501-DQB10201 with pseudo-sequence HLA-DQA10501-DQB10201. The binding affinity (normalized) is 0.842. (5) The peptide sequence is GEYQIVDKIDAAFKI. The MHC is DRB1_0101 with pseudo-sequence DRB1_0101. The binding affinity (normalized) is 0.574. (6) The peptide sequence is DEHIILYLVNFDKDR. The MHC is DRB1_1101 with pseudo-sequence DRB1_1101. The binding affinity (normalized) is 0.502. (7) The binding affinity (normalized) is 0.428. The MHC is DRB1_1101 with pseudo-sequence DRB1_1101. The peptide sequence is SLDKFLANVSTVLTGKYR.